This data is from Forward reaction prediction with 1.9M reactions from USPTO patents (1976-2016). The task is: Predict the product of the given reaction. (1) The product is: [CH3:22][C:23]1([CH3:40])[CH2:27][C:26]2([CH2:32][CH2:31][CH2:30][N:29]([CH:33]3[CH2:34][CH2:35][N:36]([C:17]([C:15]4[C:14]5[C:9](=[CH:10][CH:11]=[CH:12][CH:13]=5)[N:8]=[C:7]([C:4]5[CH:5]=[CH:6][N:2]([CH3:1])[N:3]=5)[CH:16]=4)=[O:19])[CH2:37][CH2:38]3)[CH2:28]2)[C:25](=[O:39])[O:24]1. Given the reactants [CH3:1][N:2]1[CH:6]=[CH:5][C:4]([C:7]2[CH:16]=[C:15]([C:17]([OH:19])=O)[C:14]3[C:9](=[CH:10][CH:11]=[CH:12][CH:13]=3)[N:8]=2)=[N:3]1.Cl.Cl.[CH3:22][C:23]1([CH3:40])[CH2:27][C:26]2([CH2:32][CH2:31][CH2:30][N:29]([CH:33]3[CH2:38][CH2:37][NH:36][CH2:35][CH2:34]3)[CH2:28]2)[C:25](=[O:39])[O:24]1.C(OC(C)C)(C)C, predict the reaction product. (2) Given the reactants [CH3:1][O:2][C:3](=[O:16])[C:4]1[CH:9]=[CH:8][C:7]([NH:10][CH2:11][CH3:12])=[C:6]([N+:13]([O-])=O)[CH:5]=1.C1(C)C=CC(S([O-])(=O)=O)=CC=1.[CH2:28]([N:35]1[C:39](=[O:40])[C:38](=[C:41]2[N:45]([CH3:46])[C:44]3[CH:47]=[CH:48][CH:49]=[CH:50][C:43]=3[S:42]2)[S:37][CH2+:36]1SC)[C:29]1[CH:34]=[CH:33][CH:32]=[CH:31][CH:30]=1, predict the reaction product. The product is: [CH3:1][O:2][C:3](=[O:16])[C:4]1[CH:9]=[CH:8][C:7]([NH:10][CH2:11][CH3:12])=[C:6]([N:13]=[C:36]2[N:35]([CH2:28][C:29]3[CH:30]=[CH:31][CH:32]=[CH:33][CH:34]=3)[C:39](=[O:40])[C:38](=[C:41]3[N:45]([CH3:46])[C:44]4[CH:47]=[CH:48][CH:49]=[CH:50][C:43]=4[S:42]3)[S:37]2)[CH:5]=1.